This data is from Peptide-MHC class I binding affinity with 185,985 pairs from IEDB/IMGT. The task is: Regression. Given a peptide amino acid sequence and an MHC pseudo amino acid sequence, predict their binding affinity value. This is MHC class I binding data. The peptide sequence is MHEDIISLW. The MHC is HLA-A11:01 with pseudo-sequence HLA-A11:01. The binding affinity (normalized) is 0.